The task is: Predict which catalyst facilitates the given reaction.. This data is from Catalyst prediction with 721,799 reactions and 888 catalyst types from USPTO. (1) Reactant: CN(C=O)C.[CH2:6]([O:8][C:9](=[O:33])[CH2:10][CH2:11][N:12]([C:26]([O:28][C:29]([CH3:32])([CH3:31])[CH3:30])=[O:27])[CH2:13][C:14]([N:16]1[C:24]2[C:19](=[CH:20][C:21]([OH:25])=[CH:22][CH:23]=2)[CH2:18][CH2:17]1)=[O:15])[CH3:7].Cl[CH2:35][C:36]1[CH:41]=[CH:40][C:39]([CH:42]([CH3:44])[CH3:43])=[C:38]([O:45][C:46]([F:49])([F:48])[F:47])[CH:37]=1.C(=O)([O-])[O-].[K+].[K+]. Product: [CH2:6]([O:8][C:9](=[O:33])[CH2:10][CH2:11][N:12]([C:26]([O:28][C:29]([CH3:32])([CH3:31])[CH3:30])=[O:27])[CH2:13][C:14]([N:16]1[C:24]2[C:19](=[CH:20][C:21]([O:25][CH2:35][C:36]3[CH:41]=[CH:40][C:39]([CH:42]([CH3:44])[CH3:43])=[C:38]([O:45][C:46]([F:47])([F:48])[F:49])[CH:37]=3)=[CH:22][CH:23]=2)[CH2:18][CH2:17]1)=[O:15])[CH3:7]. The catalyst class is: 6. (2) Reactant: [CH:1]1([C:4]2[CH:9]=[CH:8][C:7]([NH:10][C:11]3[C:12]4[N:13]([CH:20]=[N:21][CH:22]=4)[CH:14]=[CH:15][C:16]=3[C:17]([OH:19])=O)=[C:6]([F:23])[CH:5]=2)[CH2:3][CH2:2]1.CCN=C=NCCCN(C)C.C1C=CC2N(O)N=NC=2C=1.CCN(C(C)C)C(C)C.Cl.[NH2:55][O:56][C:57]([CH3:61])([CH3:60])[CH2:58][OH:59]. Product: [OH:59][CH2:58][C:57]([CH3:61])([CH3:60])[O:56][NH:55][C:17]([C:16]1[CH:15]=[CH:14][N:13]2[CH:20]=[N:21][CH:22]=[C:12]2[C:11]=1[NH:10][C:7]1[CH:8]=[CH:9][C:4]([CH:1]2[CH2:3][CH2:2]2)=[CH:5][C:6]=1[F:23])=[O:19]. The catalyst class is: 3. (3) The catalyst class is: 250. Product: [CH2:1]([C:8]1[C:20](=[O:21])[N:12]2[CH2:13][C:14]3[C:19]([C:11]2=[N:10][C:9]=1[CH:22]([NH:27][CH2:28][CH2:29][CH2:30][NH:31][C:32](=[O:38])[O:33][C:34]([CH3:36])([CH3:35])[CH3:37])[CH:23]([CH3:25])[CH3:24])=[CH:18][CH:17]=[CH:16][CH:15]=3)[C:2]1[CH:7]=[CH:6][CH:5]=[CH:4][CH:3]=1. Reactant: [CH2:1]([C:8]1[C:20](=[O:21])[N:12]2[CH2:13][C:14]3[C:19]([C:11]2=[N:10][C:9]=1[CH:22](Br)[CH:23]([CH3:25])[CH3:24])=[CH:18][CH:17]=[CH:16][CH:15]=3)[C:2]1[CH:7]=[CH:6][CH:5]=[CH:4][CH:3]=1.[NH2:27][CH2:28][CH2:29][CH2:30][NH:31][C:32](=[O:38])[O:33][C:34]([CH3:37])([CH3:36])[CH3:35]. (4) Reactant: P(Br)(Br)[Br:2].CN(C)[CH:7]=[O:8].[F:10][C:11]1[CH:12]=[CH:13][CH:14]=[C:15]2[C:20]=1[CH2:19][C:18](=O)[CH2:17][CH2:16]2.C(=O)(O)[O-].[Na+]. Product: [Br:2][C:18]1[CH2:17][CH2:16][C:15]2[C:20](=[C:11]([F:10])[CH:12]=[CH:13][CH:14]=2)[C:19]=1[CH:7]=[O:8]. The catalyst class is: 22. (5) Reactant: [NH:1]1[CH2:6][CH2:5][O:4][CH2:3][CH2:2]1.C1COCC1.[NH2:12][C:13]1[C:14]2[CH:29]=[C:28]([CH2:30][CH2:31]OS(C)(=O)=O)[S:27][C:15]=2[N:16]=[C:17]([C:19]2[CH:24]=[CH:23][CH:22]=[C:21]([C:25]#[N:26])[CH:20]=2)[N:18]=1. Product: [NH2:12][C:13]1[C:14]2[CH:29]=[C:28]([CH2:30][CH2:31][N:1]3[CH2:6][CH2:5][O:4][CH2:3][CH2:2]3)[S:27][C:15]=2[N:16]=[C:17]([C:19]2[CH:20]=[C:21]([CH:22]=[CH:23][CH:24]=2)[C:25]#[N:26])[N:18]=1. The catalyst class is: 25. (6) Reactant: [F:1][C:2]1[CH:7]=[CH:6][C:5]([C:8]2[O:20][C:11]3[CH:12]=[CH:13][C:14]4[O:18][CH:17]([CH3:19])[CH2:16][C:15]=4[C:10]=3[C:9]=2[C:21]([O:23][CH3:24])=[O:22])=[CH:4][CH:3]=1.[N+:25]([O-])([OH:27])=[O:26]. Product: [F:1][C:2]1[CH:7]=[CH:6][C:5]([C:8]2[O:20][C:11]3[CH:12]=[C:13]([N+:25]([O-:27])=[O:26])[C:14]4[O:18][CH:17]([CH3:19])[CH2:16][C:15]=4[C:10]=3[C:9]=2[C:21]([O:23][CH3:24])=[O:22])=[CH:4][CH:3]=1. The catalyst class is: 22. (7) Reactant: CO[C:3](=[O:13])[C:4]1[CH:9]=[C:8]([F:10])[CH:7]=[CH:6][C:5]=1[CH2:11]Br.[ClH:14].[CH3:15][O:16][C:17]1[CH:22]=[CH:21][C:20]([NH2:23])=[CH:19][C:18]=1[O:24][CH2:25][CH2:26][N:27]1[CH2:32][CH2:31][CH2:30][CH2:29][CH2:28]1. Product: [ClH:14].[F:10][C:8]1[CH:9]=[C:4]2[C:5]([CH2:11][N:23]([C:20]3[CH:21]=[CH:22][C:17]([O:16][CH3:15])=[C:18]([O:24][CH2:25][CH2:26][N:27]4[CH2:28][CH2:29][CH2:30][CH2:31][CH2:32]4)[CH:19]=3)[C:3]2=[O:13])=[CH:6][CH:7]=1. The catalyst class is: 3.